This data is from Peptide-MHC class II binding affinity with 134,281 pairs from IEDB. The task is: Regression. Given a peptide amino acid sequence and an MHC pseudo amino acid sequence, predict their binding affinity value. This is MHC class II binding data. (1) The peptide sequence is DVKFPGVGQIVGGVY. The MHC is HLA-DQA10501-DQB10301 with pseudo-sequence HLA-DQA10501-DQB10301. The binding affinity (normalized) is 0.578. (2) The peptide sequence is AAEQLWVTVYYGVPVWK. The MHC is HLA-DPA10201-DPB10501 with pseudo-sequence HLA-DPA10201-DPB10501. The binding affinity (normalized) is 0.148. (3) The peptide sequence is IVDMKILNHLIHKQN. The MHC is HLA-DPA10103-DPB10301 with pseudo-sequence HLA-DPA10103-DPB10301. The binding affinity (normalized) is 0. (4) The peptide sequence is YQIAFSRGNRAFIAI. The MHC is DRB1_1602 with pseudo-sequence DRB1_1602. The binding affinity (normalized) is 0.705. (5) The peptide sequence is SQDLELSWNLNGLQAI. The MHC is DRB1_1302 with pseudo-sequence DRB1_1302. The binding affinity (normalized) is 0.663. (6) The binding affinity (normalized) is 0.714. The MHC is DRB1_1301 with pseudo-sequence DRB1_1301. The peptide sequence is SEFIKFAEGRRGAAE.